This data is from Forward reaction prediction with 1.9M reactions from USPTO patents (1976-2016). The task is: Predict the product of the given reaction. (1) Given the reactants [CH2:1]([C:3]1[C:4]([O:12][CH3:13])=[N:5][C:6]([CH3:11])=[C:7]([CH:10]=1)[C:8]#[N:9])[CH3:2].C(=O)([O-])[O-].[K+].[K+].Cl.[NH2:21][OH:22], predict the reaction product. The product is: [CH2:1]([C:3]1[C:4]([O:12][CH3:13])=[N:5][C:6]([CH3:11])=[C:7]([CH:10]=1)[C:8]([NH:21][OH:22])=[NH:9])[CH3:2]. (2) Given the reactants [C:1]1([N:7]2[C:19]3[CH:18]=[C:17]([OH:20])[CH:16]=[CH:15][C:14]=3[C:13]3[C:8]2=[CH:9][CH:10]=[CH:11][CH:12]=3)[CH:6]=[CH:5][CH:4]=[CH:3][CH:2]=1.Br[C:22]1[CH:27]=[CH:26][CH:25]=[C:24](Br)[CH:23]=1.[C:29](=[O:32])([O-])[O-].[K+].[K+].[NH3:35], predict the reaction product. The product is: [C:1]1([N:7]2[C:19]3[CH:18]=[C:17]([O:20][C:22]4[CH:27]=[CH:26][CH:25]=[C:24]([O:32][C:29]5[CH:18]=[CH:19][C:14]6[C:13]7[C:8](=[CH:9][CH:10]=[CH:11][CH:12]=7)[N:35]([C:4]7[CH:5]=[CH:6][CH:1]=[CH:2][CH:3]=7)[C:15]=6[CH:16]=5)[CH:23]=4)[CH:16]=[CH:15][C:14]=3[C:13]3[C:8]2=[CH:9][CH:10]=[CH:11][CH:12]=3)[CH:2]=[CH:3][CH:4]=[CH:5][CH:6]=1. (3) The product is: [O:28]1[C:32]2([CH2:33][CH2:34][CH:35]([N:38]3[C:17](=[O:18])[C:16]([CH2:15][C:12]4[CH:13]=[CH:14][C:9]([C:4]5[C:3]([C:1]#[N:2])=[CH:8][CH:7]=[CH:6][CH:5]=5)=[C:10]([F:27])[CH:11]=4)=[C:22]([CH2:23][CH2:24][CH3:25])[N:40]4[N:41]=[CH:42][N:43]=[C:39]34)[CH2:36][CH2:37]2)[O:31][CH2:30][CH2:29]1. Given the reactants [C:1]([C:3]1[CH:8]=[CH:7][CH:6]=[CH:5][C:4]=1[C:9]1[CH:14]=[CH:13][C:12]([CH2:15][CH:16]([C:22](=O)[CH2:23][CH2:24][CH3:25])[C:17](OCC)=[O:18])=[CH:11][C:10]=1[F:27])#[N:2].[O:28]1[C:32]2([CH2:37][CH2:36][CH:35]([NH:38][C:39]3[NH:43][CH:42]=[N:41][N:40]=3)[CH2:34][CH2:33]2)[O:31][CH2:30][CH2:29]1, predict the reaction product.